From a dataset of Full USPTO retrosynthesis dataset with 1.9M reactions from patents (1976-2016). Predict the reactants needed to synthesize the given product. (1) The reactants are: [Cl:1][C:2]1[C:7]([CH:8]=[O:9])=[CH:6][N:5]=[C:4]([S:10][CH3:11])[N:3]=1.[CH:12]1C=C[NH+]=C[CH:17]=1.[O-][Cr](Cl)(=O)=O. Given the product [Cl:1][C:2]1[C:7]([C:8](=[O:9])[CH2:12][CH3:17])=[CH:6][N:5]=[C:4]([S:10][CH3:11])[N:3]=1, predict the reactants needed to synthesize it. (2) Given the product [Br:1][C:2]1[CH:7]=[CH:6][C:5]([O:8][CH2:17][C:14]2[CH:13]=[CH:12][C:11]([O:10][CH3:9])=[N:16][CH:15]=2)=[CH:4][CH:3]=1, predict the reactants needed to synthesize it. The reactants are: [Br:1][C:2]1[CH:7]=[CH:6][C:5]([OH:8])=[CH:4][CH:3]=1.[CH3:9][O:10][C:11]1[N:16]=[CH:15][C:14]([CH2:17]O)=[CH:13][CH:12]=1.C1(P(C2C=CC=CC=2)C2C=CC=CC=2)C=CC=CC=1.C(N(CC)CC)C.CC(OC(/N=N/C(OC(C)C)=O)=O)C. (3) Given the product [CH2:16]([N:7]1[C:8]2[CH:9]=[CH:10][CH:11]=[CH:12][C:13]=2[C:5]2[CH2:4][N:3]([CH2:1][CH3:2])[CH2:15][CH2:14][C:6]1=2)[C:17]1[CH:22]=[CH:21][CH:20]=[CH:19][CH:18]=1, predict the reactants needed to synthesize it. The reactants are: [CH2:1]([N:3]1[CH2:15][CH2:14][C:6]2[NH:7][C:8]3[CH:9]=[CH:10][CH:11]=[CH:12][C:13]=3[C:5]=2[CH2:4]1)[CH3:2].[CH2:16](Cl)[C:17]1[CH:22]=[CH:21][CH:20]=[CH:19][CH:18]=1.FC(F)(F)C([O-])=O. (4) Given the product [Cl:29][C:23]1[CH:24]=[C:25]([F:28])[CH:26]=[CH:27][C:22]=1[CH2:21][C:9]1[C:10]([O:17][CH:18]([F:19])[F:20])=[N:11][C:12]2[C:7]([C:8]=1[CH3:30])=[C:6]([O:5][CH2:4][C:3]([OH:31])=[O:2])[CH:15]=[CH:14][C:13]=2[F:16], predict the reactants needed to synthesize it. The reactants are: C[O:2][C:3](=[O:31])[CH2:4][O:5][C:6]1[CH:15]=[CH:14][C:13]([F:16])=[C:12]2[C:7]=1[C:8]([CH3:30])=[C:9]([CH2:21][C:22]1[CH:27]=[CH:26][C:25]([F:28])=[CH:24][C:23]=1[Cl:29])[C:10]([O:17][CH:18]([F:20])[F:19])=[N:11]2.[OH-].[Li+].